Dataset: Reaction yield outcomes from USPTO patents with 853,638 reactions. Task: Predict the reaction yield, written as a fraction of the theoretical maximum amount of product (1.0 means a 100% yield; for example, 0.34 means a 34% yield). (1) The reactants are Cl[CH2:2][CH2:3][O:4][C:5]1[CH:14]=[C:13]2[C:8]([C:9]([O:15][C:16]3[CH:21]=[C:20]([CH3:22])[C:19]([CH3:23])=[CH:18][C:17]=3[C:24](=[O:26])[CH3:25])=[CH:10][CH:11]=[N:12]2)=[CH:7][C:6]=1[O:27][CH3:28].[NH:29]1[CH:33]=[CH:32][N:31]=[CH:30]1.C(=O)([O-])[O-].[K+].[K+].O. The catalyst is CN(C)C=O. The product is [N:29]1([CH2:2][CH2:3][O:4][C:5]2[CH:14]=[C:13]3[C:8]([C:9]([O:15][C:16]4[CH:21]=[C:20]([CH3:22])[C:19]([CH3:23])=[CH:18][C:17]=4[C:24](=[O:26])[CH3:25])=[CH:10][CH:11]=[N:12]3)=[CH:7][C:6]=2[O:27][CH3:28])[CH:33]=[CH:32][N:31]=[CH:30]1. The yield is 0.310. (2) The reactants are [CH3:1][C:2]1[NH:7][C:6](=[O:8])[CH:5]=[CH:4][CH:3]=1.F[C:10]1[CH:17]=[CH:16][C:13]([CH:14]=[O:15])=[CH:12][CH:11]=1.C([O-])([O-])=O.[K+].[K+]. The catalyst is CN(C=O)C.O. The product is [CH3:1][C:2]1[N:7]=[C:6]([O:8][C:10]2[CH:17]=[CH:16][C:13]([CH:14]=[O:15])=[CH:12][CH:11]=2)[CH:5]=[CH:4][CH:3]=1. The yield is 0.830. (3) The reactants are [Cl:1][C:2]1[CH:7]=[CH:6][CH:5]=[C:4]([Cl:8])[C:3]=1[CH2:9][CH2:10][C:11]1[C:15]([CH2:16][O:17][C:18]2[CH:23]=[CH:22][C:21]([C:24]3[CH:33]=[C:32]4[C:27]([CH:28]=[CH:29][CH:30]=[C:31]4[C:34]([O:36]C)=[O:35])=[CH:26][CH:25]=3)=[CH:20][CH:19]=2)=[C:14]([CH:38]([CH3:40])[CH3:39])[O:13][N:12]=1.CO.[OH-].[Na+]. The catalyst is O1CCCC1. The product is [Cl:1][C:2]1[CH:7]=[CH:6][CH:5]=[C:4]([Cl:8])[C:3]=1[CH2:9][CH2:10][C:11]1[C:15]([CH2:16][O:17][C:18]2[CH:19]=[CH:20][C:21]([C:24]3[CH:33]=[C:32]4[C:27]([CH:28]=[CH:29][CH:30]=[C:31]4[C:34]([OH:36])=[O:35])=[CH:26][CH:25]=3)=[CH:22][CH:23]=2)=[C:14]([CH:38]([CH3:40])[CH3:39])[O:13][N:12]=1. The yield is 0.740.